This data is from Full USPTO retrosynthesis dataset with 1.9M reactions from patents (1976-2016). The task is: Predict the reactants needed to synthesize the given product. Given the product [F:30][C:31]1[CH:36]=[CH:35][C:34]([C:2]2[CH:7]=[CH:6][N:5]3[C:8](=[O:23])[N:9]([CH2:11][C:12]4[C:13]([CH3:22])=[N:14][C:15]([C:18]([F:19])([F:21])[F:20])=[CH:16][CH:17]=4)[N:10]=[C:4]3[C:3]=2[C:24]2[CH:29]=[CH:28][N:27]=[CH:26][CH:25]=2)=[CH:33][CH:32]=1, predict the reactants needed to synthesize it. The reactants are: Cl[C:2]1[CH:7]=[CH:6][N:5]2[C:8](=[O:23])[N:9]([CH2:11][C:12]3[C:13]([CH3:22])=[N:14][C:15]([C:18]([F:21])([F:20])[F:19])=[CH:16][CH:17]=3)[N:10]=[C:4]2[C:3]=1[C:24]1[CH:29]=[CH:28][N:27]=[CH:26][CH:25]=1.[F:30][C:31]1[CH:36]=[CH:35][C:34](B(O)O)=[CH:33][CH:32]=1.C(=O)([O-])[O-].[Na+].[Na+].